From a dataset of Forward reaction prediction with 1.9M reactions from USPTO patents (1976-2016). Predict the product of the given reaction. (1) Given the reactants [F:1][C:2]1[CH:7]=[CH:6][C:5]([N+:8]([O-:10])=[O:9])=[CH:4][C:3]=1[C@:11]1([CH3:29])[CH2:16][S:15](=[O:18])(=[O:17])[C:14]([CH3:20])([CH3:19])[C:13]([NH:21][C:22](=[O:28])[O:23][C:24]([CH3:27])([CH3:26])[CH3:25])=[N:12]1.[CH3:30][C:31]([O:34][C:35](O[C:35]([O:34][C:31]([CH3:33])([CH3:32])[CH3:30])=[O:36])=[O:36])([CH3:33])[CH3:32], predict the reaction product. The product is: [C:24]([O:23][C:22]([N:21]([C:13]1[C:14]([CH3:20])([CH3:19])[S:15](=[O:18])(=[O:17])[CH2:16][C@:11]([C:3]2[CH:4]=[C:5]([N+:8]([O-:10])=[O:9])[CH:6]=[CH:7][C:2]=2[F:1])([CH3:29])[N:12]=1)[C:35](=[O:36])[O:34][C:31]([CH3:33])([CH3:32])[CH3:30])=[O:28])([CH3:27])([CH3:26])[CH3:25]. (2) The product is: [C:1]1(=[C:14]([C:11]2[CH:12]=[CH:13][C:8]([CH3:17])=[CH:9][CH:10]=2)[C:15]#[N:16])[CH2:6][CH2:5][CH2:4][CH2:3][CH2:2]1. Given the reactants [C:1]1(=O)[CH2:6][CH2:5][CH2:4][CH2:3][CH2:2]1.[C:8]1([CH3:17])[CH:13]=[CH:12][C:11]([CH2:14][C:15]#[N:16])=[CH:10][CH:9]=1.[OH-].[K+], predict the reaction product. (3) Given the reactants [Cl:1][C:2]1[CH:7]=[C:6]([O:8][CH2:9][CH:10]2[CH2:14][O:13]C(C)(C)[O:11]2)[CH:5]=[CH:4][C:3]=1[NH:17][C:18]([C:20]1[N:24]=[C:23]([C:25]([Cl:28])([Cl:27])[Cl:26])[N:22]([C:29]2[CH:34]=[CH:33][CH:32]=[CH:31][CH:30]=2)[N:21]=1)=[O:19].Cl, predict the reaction product. The product is: [Cl:1][C:2]1[CH:7]=[C:6]([O:8][CH2:9][CH:10]([OH:11])[CH2:14][OH:13])[CH:5]=[CH:4][C:3]=1[NH:17][C:18]([C:20]1[N:24]=[C:23]([C:25]([Cl:26])([Cl:28])[Cl:27])[N:22]([C:29]2[CH:30]=[CH:31][CH:32]=[CH:33][CH:34]=2)[N:21]=1)=[O:19].